Dataset: Reaction yield outcomes from USPTO patents with 853,638 reactions. Task: Predict the reaction yield, written as a fraction of the theoretical maximum amount of product (1.0 means a 100% yield; for example, 0.34 means a 34% yield). (1) The reactants are [C:1]([C:3](=[N:15][O:16][CH2:17][CH2:18][CH3:19])[C:4]([N:10]1[CH:14]=[N:13][CH:12]=[N:11]1)=[N:5][O:6][CH2:7][CH2:8][CH3:9])#[N:2].C(=O)([O-])[O-:21].[K+].[K+].OO.S([O-])([O-])(=S)=S.[Na+].[Na+]. The catalyst is [Br-].C([N+](CCCC)(CCCC)CCCC)CCC.CO. The product is [C:1]([C:3](=[N:15][O:16][CH2:17][CH2:18][CH3:19])[C:4]([N:10]1[CH:14]=[N:13][CH:12]=[N:11]1)=[N:5][O:6][CH2:7][CH2:8][CH3:9])(=[O:21])[NH2:2]. The yield is 0.640. (2) The reactants are [Br:1][C:2]1[CH:10]=[C:9]2[C:5]([CH2:6][C:7]3([CH2:16][CH2:15][C:14](F)(F)[CH2:13][CH2:12]3)[C:8]2=[O:11])=[CH:4][CH:3]=1.C([O-])([O-])=[O:20].[Cs+].[Cs+]. No catalyst specified. The product is [Br:1][C:2]1[CH:10]=[C:9]2[C:5]([CH2:6][C:7]3([CH2:16][CH2:15][C:14](=[O:20])[CH2:13][CH2:12]3)[C:8]2=[O:11])=[CH:4][CH:3]=1. The yield is 0.530. (3) The reactants are [Si]([O:8][CH2:9][CH:10]1[O:14][N:13]=[C:12]([C:15]2[CH:20]=[CH:19][C:18]([C:21]3[CH:26]=[CH:25][C:24]([N:27]4[CH2:31][C@H:30]([CH2:32][NH:33][C:34](=[O:36])[CH3:35])[O:29][C:28]4=[O:37])=[CH:23][C:22]=3[F:38])=[C:17](F)[CH:16]=2)[CH2:11]1)(C(C)(C)C)(C)C.[F-:40].C([N+](CCCC)(CCCC)CCCC)CCC.O1CCCC1.O. The catalyst is ClCCl. The product is [F:40][C:22]1([F:38])[CH2:23][C:24]([N:27]2[CH2:31][C@H:30]([CH2:32][NH:33][C:34](=[O:36])[CH3:35])[O:29][C:28]2=[O:37])=[CH:25][CH:26]=[C:21]1[C:18]1[CH:17]=[CH:16][C:15]([C:12]2[CH2:11][CH:10]([CH2:9][OH:8])[O:14][N:13]=2)=[CH:20][CH:19]=1. The yield is 0.380. (4) The reactants are [CH2:1]([O:8][C:9]1[CH:10]=[CH:11][C:12]2[O:16][C:15]([CH:17]([CH:19]3[CH2:24][CH2:23][CH2:22][CH2:21][CH2:20]3)O)=[C:14]([CH3:25])[C:13]=2[CH:26]=1)[C:2]1[CH:7]=[CH:6][CH:5]=[CH:4][CH:3]=1.S(Cl)([Cl:29])=O.C(=O)([O-])O.[Na+]. The catalyst is O1CCCC1. The yield is 0.960. The product is [CH2:1]([O:8][C:9]1[CH:10]=[CH:11][C:12]2[O:16][C:15]([CH:17]([Cl:29])[CH:19]3[CH2:24][CH2:23][CH2:22][CH2:21][CH2:20]3)=[C:14]([CH3:25])[C:13]=2[CH:26]=1)[C:2]1[CH:7]=[CH:6][CH:5]=[CH:4][CH:3]=1. (5) The reactants are O.[NH2:2][NH2:3].[CH3:4][O:5][C:6]1[CH:11]=[CH:10][C:9]([CH2:12][C:13]([NH:15][C:16]2[CH:20]=[CH:19][S:18][C:17]=2[C:21]([O:23]C)=O)=[O:14])=[CH:8][CH:7]=1. The catalyst is C(O)C.[Cl-].[Na+].O. The product is [NH:2]([C:21]([C:17]1[S:18][CH:19]=[CH:20][C:16]=1[NH:15][C:13](=[O:14])[CH2:12][C:9]1[CH:10]=[CH:11][C:6]([O:5][CH3:4])=[CH:7][CH:8]=1)=[O:23])[NH2:3]. The yield is 0.490. (6) The reactants are [NH:1]1[C:9]2[C:4](=[CH:5][CH:6]=[CH:7][C:8]=2[CH2:10][CH2:11][C:12]2[CH:21]=[CH:20][C:15]([C:16]([O:18][CH3:19])=[O:17])=[CH:14][CH:13]=2)[CH2:3][CH2:2]1.BrC1C=CC=C2C=1N([CH2:32][CH2:33][C:34]1[CH:39]=[CH:38][CH:37]=[C:36]([O:40][CH3:41])[CH:35]=1)CC2.C(C1C=CC(C(OC)=O)=CC=1)=C. No catalyst specified. The product is [CH3:41][O:40][C:36]1[CH:35]=[C:34]([CH:39]=[CH:38][CH:37]=1)[CH2:33][CH2:32][N:1]1[C:9]2[C:4](=[CH:5][CH:6]=[CH:7][C:8]=2[CH2:10][CH2:11][C:12]2[CH:21]=[CH:20][C:15]([C:16]([O:18][CH3:19])=[O:17])=[CH:14][CH:13]=2)[CH2:3][CH2:2]1. The yield is 0.340. (7) The reactants are [CH:1]1([CH2:5][N:6]2[CH2:19][CH2:18][C@@:17]34[C:20]5[C:26]6[CH2:27][C@@H:7]2[C@@H:8]3[CH2:9][CH2:10][C:11]2([C@@H:16]4[O:22][C:21]=5[C:23]([C:28]#[N:29])=[CH:24][CH:25]=6)OCC[O:12]2)[CH2:4][CH2:3][CH2:2]1. The catalyst is Cl. The product is [CH:1]1([CH2:5][N:6]2[CH2:19][CH2:18][C@@:17]34[C:20]5[C:26]6[CH2:27][C@@H:7]2[C@@H:8]3[CH2:9][CH2:10][C:11](=[O:12])[C@@H:16]4[O:22][C:21]=5[C:23]([C:28]#[N:29])=[CH:24][CH:25]=6)[CH2:2][CH2:3][CH2:4]1. The yield is 0.950. (8) The reactants are [Si:1]([O:8][C:9]1[CH:10]=[C:11]([CH:14]=[CH:15][CH:16]=1)[CH:12]=O)([C:4]([CH3:7])([CH3:6])[CH3:5])([CH3:3])[CH3:2].Cl.[NH2:18][C:19]1([C:22]([O:24][CH2:25][CH3:26])=[O:23])[CH2:21][CH2:20]1. No catalyst specified. The product is [Si:1]([O:8][C:9]1[CH:10]=[C:11]([CH:14]=[CH:15][CH:16]=1)[CH2:12][NH:18][C:19]1([C:22]([O:24][CH2:25][CH3:26])=[O:23])[CH2:21][CH2:20]1)([C:4]([CH3:7])([CH3:6])[CH3:5])([CH3:3])[CH3:2]. The yield is 0.870. (9) The reactants are [O:1]1[C:5]2[CH:6]=[CH:7][C:8]([C:10]3[S:11][CH:12]=[C:13]([C:15]([NH:17][C:18]4[NH:22][N:21]=[C:20]([C:23]([O:25]CC)=[O:24])[N:19]=4)=[O:16])[N:14]=3)=[CH:9][C:4]=2[CH2:3][CH2:2]1.O.C(O)C.CCOCC. The catalyst is O.[OH-].[Na+].Cl. The product is [O:1]1[C:5]2[CH:6]=[CH:7][C:8]([C:10]3[S:11][CH:12]=[C:13]([C:15]([NH:17][C:18]4[NH:19][C:20]([C:23]([OH:25])=[O:24])=[N:21][N:22]=4)=[O:16])[N:14]=3)=[CH:9][C:4]=2[CH2:3][CH2:2]1. The yield is 0.820. (10) The reactants are [Cl:1][C:2]1[CH:8]=[CH:7][C:5]([NH2:6])=[C:4]([N+:9]([O-:11])=[O:10])[CH:3]=1.[N:12]([O-])=O.[Na+].[Sn](Cl)Cl. The catalyst is Cl.O. The product is [ClH:1].[Cl:1][C:2]1[CH:8]=[CH:7][C:5]([NH:6][NH2:12])=[C:4]([N+:9]([O-:11])=[O:10])[CH:3]=1. The yield is 0.630.